This data is from Forward reaction prediction with 1.9M reactions from USPTO patents (1976-2016). The task is: Predict the product of the given reaction. Given the reactants [F:1][C:2]1[CH:7]=[C:6]([F:8])[CH:5]=[C:4]([F:9])[C:3]=1[C@H:10]1[N:18]2[C@@H:13]([CH:14]=[CH:15][CH2:16][C:17]2=[O:19])[CH2:12][CH2:11]1.[H][H], predict the reaction product. The product is: [F:1][C:2]1[CH:7]=[C:6]([F:8])[CH:5]=[C:4]([F:9])[C:3]=1[C@H:10]1[N:18]2[C@H:13]([CH2:14][CH2:15][CH2:16][C:17]2=[O:19])[CH2:12][CH2:11]1.